Dataset: Forward reaction prediction with 1.9M reactions from USPTO patents (1976-2016). Task: Predict the product of the given reaction. (1) Given the reactants ClC1N=C(C2N3C=CC=CC3=NC=2)C(Cl)=CN=1.[Cl:18][C:19]1[C:20]([C:43]2[N:47]3[CH:48]=[CH:49][CH:50]=[CH:51][C:46]3=[N:45][CH:44]=2)=[N:21][C:22]([NH:25][C:26]2[CH:31]=[CH:30][C:29]([CH2:32][C:33](N3CC[C@H](O)C3)=[O:34])=[CH:28][C:27]=2[O:41][CH3:42])=[N:23][CH:24]=1.C1(C)C=CC(S(O)(=O)=O)=CC=1.C[CH:64]([OH:68])CCC, predict the reaction product. The product is: [Cl:18][C:19]1[C:20]([C:43]2[N:47]3[CH:48]=[CH:49][CH:50]=[CH:51][C:46]3=[N:45][CH:44]=2)=[N:21][C:22]([NH:25][C:26]2[CH:31]=[CH:30][C:29]([CH:32]([CH2:33][OH:34])[CH2:64][OH:68])=[CH:28][C:27]=2[O:41][CH3:42])=[N:23][CH:24]=1. (2) Given the reactants Cl.C[O:3][C:4](=[O:39])[C:5]1[CH:10]=[CH:9][C:8]([CH2:11][O:12][C:13]2[CH:18]=[CH:17][C:16]([CH2:19][C@H:20]([NH2:38])[C:21]3[N:22]([CH2:34][CH2:35][CH2:36][CH3:37])[CH:23]=[C:24]([C:26]4[CH:31]=[CH:30][C:29]([Cl:32])=[CH:28][C:27]=4[Cl:33])[N:25]=3)=[CH:15][CH:14]=2)=[CH:7][CH:6]=1.[CH:40]1([CH2:46][CH2:47][C:48](O)=[O:49])[CH2:45][CH2:44][CH2:43][CH2:42][CH2:41]1, predict the reaction product. The product is: [CH2:34]([N:22]1[CH:23]=[C:24]([C:26]2[CH:31]=[CH:30][C:29]([Cl:32])=[CH:28][C:27]=2[Cl:33])[N:25]=[C:21]1[C@@H:20]([NH:38][C:48](=[O:49])[CH2:47][CH2:46][CH:40]1[CH2:45][CH2:44][CH2:43][CH2:42][CH2:41]1)[CH2:19][C:16]1[CH:15]=[CH:14][C:13]([O:12][CH2:11][C:8]2[CH:7]=[CH:6][C:5]([C:4]([OH:3])=[O:39])=[CH:10][CH:9]=2)=[CH:18][CH:17]=1)[CH2:35][CH2:36][CH3:37]. (3) The product is: [Cl:21][C:20]1[C:15]([S:10][C:8]2[S:9][C:5]3[CH:4]=[CH:3][C:2]([Cl:1])=[CH:11][C:6]=3[N:7]=2)=[C:16]([C:25](=[O:27])[CH3:26])[CH:17]=[C:18]([N+:22]([O-:24])=[O:23])[CH:19]=1. Given the reactants [Cl:1][C:2]1[CH:3]=[CH:4][C:5]2[S:9][C:8]([SH:10])=[N:7][C:6]=2[CH:11]=1.[H-].[Na+].Cl[C:15]1[C:20]([Cl:21])=[CH:19][C:18]([N+:22]([O-:24])=[O:23])=[CH:17][C:16]=1[C:25](=[O:27])[CH3:26].C(C1C=CC=CC=1)(=O)C, predict the reaction product. (4) Given the reactants [CH2:1]([C:5]1[O:6][C:7]2[CH:26]=[CH:25][C:24]([N+:27]([O-])=O)=[CH:23][C:8]=2[C:9]=1[C:10]([C:12]1[CH:22]=[CH:21][C:15]([O:16][CH2:17][CH2:18][CH2:19][OH:20])=[CH:14][CH:13]=1)=[O:11])[CH2:2][CH2:3][CH3:4], predict the reaction product. The product is: [NH2:27][C:24]1[CH:25]=[CH:26][C:7]2[O:6][C:5]([CH2:1][CH2:2][CH2:3][CH3:4])=[C:9]([C:10]([C:12]3[CH:13]=[CH:14][C:15]([O:16][CH2:17][CH2:18][CH2:19][OH:20])=[CH:21][CH:22]=3)=[O:11])[C:8]=2[CH:23]=1. (5) Given the reactants [Br:1][C:2]1[CH:3]=[C:4]([OH:8])[CH:5]=[CH:6][CH:7]=1.C(N(CC)CC)C.[Cl-].[Mg+2].[Cl-].[CH2:19]=[O:20].Cl, predict the reaction product. The product is: [OH:8][C:4]1[CH:3]=[C:2]([Br:1])[CH:7]=[CH:6][C:5]=1[CH:19]=[O:20]. (6) Given the reactants [Cl:1][C:2]1[CH:3]=[C:4]([F:30])[C:5]([C:24]2[N:25]=[N:26][N:27]([CH3:29])[N:28]=2)=[C:6]([C:8]2[CH:9]=[N:10][C:11]3[CH:12]([NH:17][C:18]([C:20]4([NH2:23])[CH2:22][CH2:21]4)=[O:19])[CH2:13][CH2:14][C:15]=3[CH:16]=2)[CH:7]=1.[O:31]1[C:35]([C:36](O)=[O:37])=[CH:34][CH:33]=[N:32]1, predict the reaction product. The product is: [Cl:1][C:2]1[CH:3]=[C:4]([F:30])[C:5]([C:24]2[N:25]=[N:26][N:27]([CH3:29])[N:28]=2)=[C:6]([C:8]2[CH:9]=[N:10][C:11]3[CH:12]([NH:17][C:18]([C:20]4([NH:23][C:36]([C:35]5[O:31][N:32]=[CH:33][CH:34]=5)=[O:37])[CH2:22][CH2:21]4)=[O:19])[CH2:13][CH2:14][C:15]=3[CH:16]=2)[CH:7]=1. (7) Given the reactants [CH2:1]([O:8][C:9]1[CH:10]=[C:11]2[C:16](=[CH:17][CH:18]=1)[N:15]=[CH:14][C:13]([N+:19]([O-])=O)=[C:12]2[NH:22][CH2:23][C:24]([NH:27][C:28](=[O:34])[O:29][C:30]([CH3:33])([CH3:32])[CH3:31])([CH3:26])[CH3:25])[C:2]1[CH:7]=[CH:6][CH:5]=[CH:4][CH:3]=1.[H][H], predict the reaction product. The product is: [NH2:19][C:13]1[CH:14]=[N:15][C:16]2[C:11]([C:12]=1[NH:22][CH2:23][C:24]([NH:27][C:28](=[O:34])[O:29][C:30]([CH3:31])([CH3:32])[CH3:33])([CH3:25])[CH3:26])=[CH:10][C:9]([O:8][CH2:1][C:2]1[CH:3]=[CH:4][CH:5]=[CH:6][CH:7]=1)=[CH:18][CH:17]=2. (8) Given the reactants C1CO[C:8]2([NH2:9])[N:3]([C:4]([NH:13][C:14]3[CH:15]=[CH:16][C:17]4[O:21][C:20]([CH2:22][OH:23])=[CH:19][C:18]=4[CH:24]=3)=[N:5][CH:6]=[C:7]2[F:12])O1.CC(C[AlH]C[CH:31]([CH3:33])[CH3:32])C, predict the reaction product. The product is: [F:12][C:7]1[C:8]([NH:9][C:32]2[CH:31]=[CH:33][CH:22]=[C:20]([OH:21])[CH:19]=2)=[N:3][C:4]([NH:13][C:14]2[CH:15]=[CH:16][C:17]3[O:21][C:20]([CH2:22][OH:23])=[CH:19][C:18]=3[CH:24]=2)=[N:5][CH:6]=1.